Dataset: Full USPTO retrosynthesis dataset with 1.9M reactions from patents (1976-2016). Task: Predict the reactants needed to synthesize the given product. (1) The reactants are: Cl[C:2]1[N:7]=[C:6]([C:8]([OH:10])=[O:9])[CH:5]=[CH:4][C:3]=1[CH3:11].[S:12]([O-:15])([O-:14])=[O:13].[Na+].[Na+].O. Given the product [CH3:11][C:3]1[CH:4]=[CH:5][C:6]([C:8]([OH:10])=[O:9])=[N:7][C:2]=1[S:12]([OH:15])(=[O:14])=[O:13], predict the reactants needed to synthesize it. (2) Given the product [Br:1][C:2]1[CH:3]=[CH:4][C:5]([CH2:6][O:7][C:8]2[CH:27]=[CH:26][CH:25]=[CH:24][C:9]=2[CH2:10][CH2:11][N:12]([CH2:13][CH2:14][C:23]2[CH:22]=[CH:17][C:16]([C:15]([O:43][CH3:40])=[O:45])=[CH:47][CH:46]=2)[CH2:31][CH2:32][CH2:33][CH2:34][C:35]([O:37][CH2:38][CH3:39])=[O:36])=[CH:28][CH:29]=1, predict the reactants needed to synthesize it. The reactants are: [Br:1][C:2]1[CH:29]=[CH:28][C:5]([CH2:6][O:7][C:8]2[CH:27]=[CH:26][CH:25]=[CH:24][C:9]=2[CH2:10][CH2:11][NH:12][CH2:13][C:14]2[CH:23]=[CH:22][C:17](C(OC)=O)=[CH:16][CH:15]=2)=[CH:4][CH:3]=1.Br[CH2:31][CH2:32][CH2:33][CH2:34][C:35]([O:37][CH2:38][CH3:39])=[O:36].[C:40](=[O:43])(O)[O-].[Na+].[OH2:45].[C:46](#N)[CH3:47]. (3) Given the product [OH:12][CH2:11][CH2:10][N:9]([CH3:8])[S:22]([C:18]1[C:19]([CH3:21])=[CH:20][C:15]([O:14][CH3:13])=[CH:16][C:17]=1[CH3:26])(=[O:24])=[O:23], predict the reactants needed to synthesize it. The reactants are: C(N(CC)CC)C.[CH3:8][NH:9][CH2:10][CH2:11][OH:12].[CH3:13][O:14][C:15]1[CH:20]=[C:19]([CH3:21])[C:18]([S:22](Cl)(=[O:24])=[O:23])=[C:17]([CH3:26])[CH:16]=1. (4) Given the product [CH3:19][C:20]1[CH:25]=[C:24]([CH3:26])[N:23]2[N:27]=[C:28]([CH:30]=[CH:11][C:9]3[N:8]([CH2:13][C:14]([F:17])([F:16])[F:15])[N:7]=[C:6]([N:1]4[CH2:5][CH2:4][CH2:3][CH2:2]4)[N:10]=3)[N:29]=[C:22]2[N:21]=1, predict the reactants needed to synthesize it. The reactants are: [N:1]1([C:6]2[N:10]=[C:9]([CH:11]=O)[N:8]([CH2:13][C:14]([F:17])([F:16])[F:15])[N:7]=2)[CH2:5][CH2:4][CH2:3][CH2:2]1.[Cl-].[CH3:19][C:20]1[CH:25]=[C:24]([CH3:26])[N:23]2[N:27]=[C:28]([CH2:30][P+](C3C=CC=CC=3)(C3C=CC=CC=3)C3C=CC=CC=3)[N:29]=[C:22]2[N:21]=1.N1CCCN2CCCCCC=12. (5) The reactants are: [Cl:1][C:2]1[N:3]=[N:4][C:5]([O:8][CH3:9])=[CH:6][CH:7]=1.[F:10][C:11]1([F:18])[CH2:14][CH:13](C(O)=O)[CH2:12]1.C(O)(C(F)(F)F)=O. Given the product [Cl:1][C:2]1[N:3]=[N:4][C:5]([O:8][CH3:9])=[C:6]([CH:13]2[CH2:14][C:11]([F:18])([F:10])[CH2:12]2)[CH:7]=1, predict the reactants needed to synthesize it. (6) Given the product [CH2:1]([C:4]1[CH:9]=[C:8]([Cl:10])[CH:7]=[C:6]([NH2:11])[C:5]=1[C:14]1[CH:15]=[CH:16][CH:17]=[CH:18][CH:19]=1)[CH:2]=[CH2:3], predict the reactants needed to synthesize it. The reactants are: [CH2:1]([C:4]1[CH:9]=[C:8]([Cl:10])[CH:7]=[C:6]([N+:11]([O-])=O)[C:5]=1[C:14]1[CH:19]=[CH:18][CH:17]=[CH:16][CH:15]=1)[CH:2]=[CH2:3]. (7) Given the product [F:20][C:19]1[C:12]([F:11])=[CH:13][CH:14]=[C:15]([CH3:21])[C:16]=1[CH:17]=[N:29][C:27]([O:36][Si:3]([CH3:5])([CH3:4])[CH3:2])=[CH2:28], predict the reactants needed to synthesize it. The reactants are: [Li+].[CH3:2][Si:3]([N-][Si:3]([CH3:5])([CH3:4])[CH3:2])([CH3:5])[CH3:4].[F:11][C:12]1[CH:13]=[CH:14][C:15]([CH3:21])=[C:16]([C:19]=1[F:20])[CH:17]=O.C[Si](Cl)(C)C.[CH2:27]([N:29](CC)CC)[CH3:28].C(Cl)(=[O:36])C.